This data is from Reaction yield outcomes from USPTO patents with 853,638 reactions. The task is: Predict the reaction yield, written as a fraction of the theoretical maximum amount of product (1.0 means a 100% yield; for example, 0.34 means a 34% yield). The reactants are CC[N:3](C(C)C)C(C)C.[CH3:10][C:11]([C:15]1[N:19]([CH2:20][CH:21]2[CH2:26][CH2:25][O:24][CH2:23][CH2:22]2)[C:18]2[CH:27]=[CH:28][C:29]([S:31]([N:34]3[CH:38]=[CH:37][C:36]([C:39]([OH:41])=O)=[CH:35]3)(=[O:33])=[O:32])=[CH:30][C:17]=2[N:16]=1)([CH3:14])[CH2:12][CH3:13].CN(C(ON1N=NC2C=CC=NC1=2)=[N+](C)C)C.F[P-](F)(F)(F)(F)F.N. The catalyst is CN(C=O)C. The product is [CH3:14][C:11]([C:15]1[N:19]([CH2:20][CH:21]2[CH2:26][CH2:25][O:24][CH2:23][CH2:22]2)[C:18]2[CH:27]=[CH:28][C:29]([S:31]([N:34]3[CH:38]=[CH:37][C:36]([C:39]([NH2:3])=[O:41])=[CH:35]3)(=[O:33])=[O:32])=[CH:30][C:17]=2[N:16]=1)([CH3:10])[CH2:12][CH3:13]. The yield is 0.450.